From a dataset of Experimentally validated miRNA-target interactions with 360,000+ pairs, plus equal number of negative samples. Binary Classification. Given a miRNA mature sequence and a target amino acid sequence, predict their likelihood of interaction. (1) The miRNA is ath-miR156d-5p with sequence UGACAGAAGAGAGUGAGCAC. The protein sequence of the target gene is MASRRMETKPVITCLKTLLIIYSFVFWITGVILLAVGVWGKLTLGTYISLIAENSTNAPYVLIGTGTTIVVFGLFGCFATCRGSPWMLKLYAMFLSLVFLAELVAGISGFVFRHEIKDTFLRTYTDAMQNYNGNDERSRAVDHVQRSLSCCGVQNYTNWSSSPYFLDHGIPPSCCMNETDCNPLDLHNLTVAATKVNQKGCYDLVTSFMETNMGIIAGVAFGIAFSQLIGMLLACCLSRFITANQYEMV. Result: 0 (no interaction). (2) Result: 1 (interaction). The miRNA is hsa-miR-27b-3p with sequence UUCACAGUGGCUAAGUUCUGC. The protein sequence of the target gene is MAAVGPPQQQVRMAHQQVWAALEVALRVPCLYIIDAIFNSYPDSSQSRFCIVLQIFLRLFGVFASSIVLILSQRSLFKFYTYSSAFLLAATSVLVNYYASLHIDFYGAYNTSAFGIELLPRKGPSLWMALIVLQLTFGIGYVTLLQIHSIYSQLIILDLLVPVIGLITELPLHIRETLLFTSSLILTLNTVFVLAVKLKWFYYSTRYVYLLVRHMYRIYGLQLLMEDTWKRIRFPDILRVFWLTRVTAQATVLMYILRMANETDSFFISWDDFWDLICNLIISGCDSTLTVLGMSAVISS.... (3) The miRNA is hsa-miR-345-3p with sequence GCCCUGAACGAGGGGUCUGGAG. The protein sequence of the target gene is MASRKENAKSANRVLRISQLDALELNKALEQLVWSQFTQCFHGFKPGLLARFEPEVKACLWVFLWRFTIYSKNATVGQSVLNIKYKNDFSPNLRYQPPSKNQKIWYAVCTIGGRWLEERCYDLFRNHHLASFGKVKQCVNFVIGLLKLGGLINFLIFLQRGKFATLTERLLGIHSVFCKPQNICEVGFEYMNRELLWHGFAEFLIFLLPLINVQKLKAKLSSWCIPLTGAPNSDNTLATSGKECALCGEWPTMPHTIGCEHIFCYFCAKSSFLFDVYFTCPKCGTEVHSLQPLKSGIEMS.... Result: 0 (no interaction). (4) The miRNA is mmu-miR-15a-5p with sequence UAGCAGCACAUAAUGGUUUGUG. The protein sequence of the target gene is MATVTELKAVLKDTLEKRGVLGHLKARIRAEVFNALDDDREPRPSLSHENLLINELIREYLEFNKYKYTASVLIAESGQPVVPLDRQFLIRELNAFEESKDNSIPLLYGILAHFLRGPPDGAQNVLLTESTLHPATKHLSWKPSRRPDDDHVRKDTGPRTTTEELPAAAQAVSR. Result: 1 (interaction). (5) The protein sequence of the target gene is MDGAAGPGDGPAREALQSLSQRLRVQEQEMELVKAALAEALRLLRLQVPPSSLQGSGTPAPPGDSLAAPPGLPPTCTPSLVSRGTQTETEVELKSSPGPPGLSNGPPAPQGASEEPSGTQSEGGGSSSSGAGSPGPPGILRPLQPPQRADTPRRNSSSSSSPSERPRQKLSRKAISSANLLVRSGSTESRGGKDPLSSPGGPGSRRSNYNLEGISVKMFLRGRPITMYIPSGIRSLEELPSGPPPETLSLDWVYGYRGRDSRSNLFVLRSGEVVYFIACVVVLYRPGGGPGGPGGGGQRH.... Result: 0 (no interaction). The miRNA is cel-miR-256 with sequence UGGAAUGCAUAGAAGACUGUA. (6) The miRNA is rno-let-7i-5p with sequence UGAGGUAGUAGUUUGUGCUGUU. The protein sequence of the target gene is MKSLKAKFRKSDTNEWNKNDDRLLQAVENGDAEKVASLLGKKGASATKHDSEGKTAFHLAAAKGHVECLRVMITHGVDVTAQDTTGHSALHLAAKNSHHECIRKLLQSKCPAESVDSSGKTALHYAAAQGCLQAVQILCEHKSPINLKDLDGNIPLLLAVQNGHSEICHFLLDHGADVNSRNKSGRTALMLACEIGSSNAVEALIKKGADLNLVDSLGYNALHYSKLSENAGIQSLLLSKISQDADLKTPTKPKQHDQVSKISSERSGTPKKRKAPPPPISPTQLSDVSSPRSITSTPLS.... Result: 0 (no interaction).